Dataset: Forward reaction prediction with 1.9M reactions from USPTO patents (1976-2016). Task: Predict the product of the given reaction. Given the reactants [H-].[Na+].[Cl:3][C:4]1[C:5]([F:12])=[C:6]([CH:9]=[CH:10][CH:11]=1)[CH:7]=O.[N:13]([CH2:16][C:17]([O:19][CH3:20])=[O:18])=[N+]=[N-].O, predict the reaction product. The product is: [Cl:3][C:4]1[C:5]([F:12])=[C:6]2[C:9](=[CH:10][CH:11]=1)[NH:13][C:16]([C:17]([O:19][CH3:20])=[O:18])=[CH:7]2.